Dataset: Full USPTO retrosynthesis dataset with 1.9M reactions from patents (1976-2016). Task: Predict the reactants needed to synthesize the given product. Given the product [F:1][C:2]1([F:33])[C:11](=[O:12])[N:5]2[C:6]([CH3:10])([CH3:9])[O:7][CH2:8][C@H:4]2[CH2:3]1, predict the reactants needed to synthesize it. The reactants are: [F:1][CH:2]1[C:11](=[O:12])[N:5]2[C:6]([CH3:10])([CH3:9])[O:7][CH2:8][C@H:4]2[CH2:3]1.C[Si]([N-][Si](C)(C)C)(C)C.[Li+].C1C=CC(S(N(S(C2C=CC=CC=2)(=O)=O)[F:33])(=O)=O)=CC=1.[Cl-].[NH4+].